From a dataset of Reaction yield outcomes from USPTO patents with 853,638 reactions. Predict the reaction yield, written as a fraction of the theoretical maximum amount of product (1.0 means a 100% yield; for example, 0.34 means a 34% yield). (1) The product is [C:1]12([C:11]3[CH:16]=[C:15]([N+:25]([O-:26])=[O:24])[C:14]([OH:17])=[C:13]([Br:18])[CH:12]=3)[CH2:2][CH:3]3[CH2:9][CH:7]([CH2:6][CH:5]([CH2:4]3)[CH2:10]1)[CH2:8]2. The yield is 0.670. The catalyst is ClCCl. The reactants are [C:1]12([C:11]3[CH:16]=[CH:15][C:14]([OH:17])=[C:13]([Br:18])[CH:12]=3)[CH2:10][CH:5]3[CH2:6][CH:7]([CH2:9][CH:3]([CH2:4]3)[CH2:2]1)[CH2:8]2.F[B-](F)(F)F.[O:24]=[N+:25]=[O:26]. (2) The reactants are [CH:1]1([CH2:7][C@H:8]([NH:21]C(=O)OC(C)(C)C)[CH2:9][N:10]2[C:18](=[O:19])[C:17]3[C:12](=[CH:13][CH:14]=[CH:15][CH:16]=3)[C:11]2=[O:20])[CH2:6][CH2:5][CH2:4][CH2:3][CH2:2]1.O1CCOCC1.Cl. The catalyst is C1COCC1. The product is [NH2:21][C@@H:8]([CH2:7][CH:1]1[CH2:6][CH2:5][CH2:4][CH2:3][CH2:2]1)[CH2:9][N:10]1[C:11](=[O:20])[C:12]2[C:17](=[CH:16][CH:15]=[CH:14][CH:13]=2)[C:18]1=[O:19]. The yield is 0.990. (3) The reactants are [C:1]([C:5]1[CH:9]=[C:8]([NH:10][C:11](=[O:19])OC2C=CC=CC=2)[N:7]([C:20]2[CH:25]=[CH:24][C:23]([CH3:26])=[CH:22][CH:21]=2)[N:6]=1)([CH3:4])([CH3:3])[CH3:2].[CH3:27][O:28][C:29]1[CH:30]=[C:31]2[C:36](=[CH:37][C:38]=1[O:39][CH3:40])[N:35]=[CH:34][N:33]=[C:32]2[O:41][C:42]1[CH:43]=[C:44]([CH:46]=[CH:47][CH:48]=1)[NH2:45]. The catalyst is CN(C1C=CN=CC=1)C.C1COCC1. The product is [C:1]([C:5]1[CH:9]=[C:8]([NH:10][C:11]([NH:45][C:44]2[CH:46]=[CH:47][CH:48]=[C:42]([O:41][C:32]3[C:31]4[C:36](=[CH:37][C:38]([O:39][CH3:40])=[C:29]([O:28][CH3:27])[CH:30]=4)[N:35]=[CH:34][N:33]=3)[CH:43]=2)=[O:19])[N:7]([C:20]2[CH:25]=[CH:24][C:23]([CH3:26])=[CH:22][CH:21]=2)[N:6]=1)([CH3:2])([CH3:3])[CH3:4]. The yield is 0.820. (4) The reactants are [Cl:1][C:2]1[C:3]([C:8]2[CH:9]=[C:10]3[C:14](=[CH:15][CH:16]=2)[N:13](C(OC(C)(C)C)=O)[N:12]=[C:11]3[NH:24][C:25]2[S:26][C:27]([CH2:30][C:31]#[N:32])=[CH:28][N:29]=2)=[N:4][CH:5]=[CH:6][CH:7]=1.FC(F)(F)C(O)=O. The catalyst is O1CCCC1. The product is [Cl:1][C:2]1[C:3]([C:8]2[CH:9]=[C:10]3[C:14](=[CH:15][CH:16]=2)[NH:13][N:12]=[C:11]3[NH:24][C:25]2[S:26][C:27]([CH2:30][C:31]#[N:32])=[CH:28][N:29]=2)=[N:4][CH:5]=[CH:6][CH:7]=1. The yield is 0.130. (5) The reactants are [NH:1]1[C:6]2[CH:7]=[CH:8][S:9][C:5]=2[C:4](=[O:10])[NH:3][C:2]1=[O:11].[Br:12]Br.O. The catalyst is C(O)(=O)C. The product is [Br:12][C:7]1[C:6]2[NH:1][C:2](=[O:11])[NH:3][C:4](=[O:10])[C:5]=2[S:9][CH:8]=1. The yield is 0.880. (6) The reactants are [N:1]1([CH2:6][CH2:7][CH2:8][CH2:9][C:10]2[CH:15]=[CH:14][C:13]([OH:16])=[CH:12][CH:11]=2)[CH:5]=[CH:4][N:3]=[N:2]1.[H-].[Na+].Cl[CH2:20][C:21]1[CH:22]=[N:23][CH:24]=[C:25]([C:27]2[CH:32]=[CH:31][C:30]([Cl:33])=[CH:29][CH:28]=2)[CH:26]=1.O. The catalyst is CN(C)C=O. The product is [Cl:33][C:30]1[CH:29]=[CH:28][C:27]([C:25]2[CH:24]=[N:23][CH:22]=[C:21]([CH2:20][O:16][C:13]3[CH:12]=[CH:11][C:10]([CH2:9][CH2:8][CH2:7][CH2:6][N:1]4[CH:5]=[CH:4][N:3]=[N:2]4)=[CH:15][CH:14]=3)[CH:26]=2)=[CH:32][CH:31]=1. The yield is 0.670. (7) The reactants are [NH:1]1[CH2:6][CH2:5][CH2:4][CH:3]([CH2:7][NH:8][C:9]([C:11]2[S:15][C:14]([C:16]3[CH:21]=[CH:20][C:19]([Cl:22])=[CH:18][CH:17]=3)=[N:13][C:12]=2[CH3:23])=[O:10])[CH2:2]1.[CH3:24][O:25][C:26]([C:28]1[CH:29]=[C:30](OB(O)O)[CH:31]=[CH:32][CH:33]=1)=[O:27].C(N(CC)CC)C. The catalyst is ClCCl.C([O-])(=O)C.[Cu+2].C([O-])(=O)C. The product is [Cl:22][C:19]1[CH:18]=[CH:17][C:16]([C:14]2[S:15][C:11]([C:9]([NH:8][CH2:7][CH:3]3[CH2:4][CH2:5][CH2:6][N:1]([C:32]4[CH:33]=[C:28]([CH:29]=[CH:30][CH:31]=4)[C:26]([O:25][CH3:24])=[O:27])[CH2:2]3)=[O:10])=[C:12]([CH3:23])[N:13]=2)=[CH:21][CH:20]=1. The yield is 0.370. (8) The reactants are F[C:2]1[N:7]2[CH:8]=[C:9]([CH2:11][N:12]3[C@H:25]4[C@H:16]([CH2:17][CH2:18][C:19]5[C:24]4=[N:23][CH:22]=[CH:21][CH:20]=5)[CH2:15][CH2:14][CH2:13]3)[N:10]=[C:6]2[CH:5]=[CH:4][CH:3]=1.[CH2:26]([N:28]1[CH2:33][CH2:32][NH:31][CH2:30][CH2:29]1)[CH3:27]. The yield is 0.460. The product is [CH2:26]([N:28]1[CH2:33][CH2:32][N:31]([C:2]2[N:7]3[CH:8]=[C:9]([CH2:11][N:12]4[C@H:25]5[C@H:16]([CH2:17][CH2:18][C:19]6[C:24]5=[N:23][CH:22]=[CH:21][CH:20]=6)[CH2:15][CH2:14][CH2:13]4)[N:10]=[C:6]3[CH:5]=[CH:4][CH:3]=2)[CH2:30][CH2:29]1)[CH3:27]. The catalyst is CS(C)=O.